From a dataset of Full USPTO retrosynthesis dataset with 1.9M reactions from patents (1976-2016). Predict the reactants needed to synthesize the given product. (1) Given the product [C:22]([O:13][C@@H:12]1[C@@H:14]([O:15][C:22](=[O:29])[C:23]([CH3:26])([CH3:25])[CH3:24])[C@H:16]([O:17][C:22](=[O:27])[C:23]([CH3:26])([CH3:25])[CH3:24])[C@@H:18]([CH2:20][O:21][C:22](=[O:27])[C:23]([CH3:26])([CH3:25])[CH3:24])[O:19][C@H:11]1[C:4]1[CH:5]=[CH:6][C:7]([O:9][CH3:10])=[CH:8][C:3]=1[O:2][CH3:1])(=[O:27])[C:23]([CH3:26])([CH3:25])[CH3:24], predict the reactants needed to synthesize it. The reactants are: [CH3:1][O:2][C:3]1[CH:8]=[C:7]([O:9][CH3:10])[CH:6]=[CH:5][C:4]=1[C@@H:11]1[O:19][C@H:18]([CH2:20][OH:21])[C@@H:16]([OH:17])[C@H:14]([OH:15])[C@H:12]1[OH:13].[C:22](Cl)(=[O:27])[C:23]([CH3:26])([CH3:25])[CH3:24].[OH2:29]. (2) Given the product [F:14][C:15]([F:25])([F:26])[O:16][C:17]1[CH:24]=[CH:23][CH:22]=[CH:21][C:18]=1[CH2:19][N:1]1[CH:5]=[C:4]([C:6]2[CH:11]=[C:10]([C:12]#[N:13])[CH:9]=[CH:8][N:7]=2)[N:3]=[CH:2]1, predict the reactants needed to synthesize it. The reactants are: [NH:1]1[CH:5]=[C:4]([C:6]2[CH:11]=[C:10]([C:12]#[N:13])[CH:9]=[CH:8][N:7]=2)[N:3]=[CH:2]1.[F:14][C:15]([F:26])([F:25])[O:16][C:17]1[CH:24]=[CH:23][CH:22]=[CH:21][C:18]=1[CH2:19]Br. (3) Given the product [CH2:6]([N:41]([CH2:40][C:5]1[CH:6]=[CH:7][C:8]([NH:11][C:12](=[O:27])[C:13]2[CH:14]=[CH:15][C:16]([CH2:19][N:20]([CH2:21][C:22]3[NH:26][CH:25]=[CH:24][N:23]=3)[CH2:38][C:35]3[CH:34]=[N:33][C:32]([CH3:31])=[CH:37][N:36]=3)=[CH:17][CH:18]=2)=[CH:9][CH:10]=1)[CH2:7][CH2:8][CH3:9])[CH2:5][CH3:10], predict the reactants needed to synthesize it. The reactants are: C(N(CCC)[C:5]1[CH:10]=[CH:9][C:8]([NH:11][C:12](=[O:27])[C:13]2[CH:18]=[CH:17][C:16]([CH2:19][NH:20][CH2:21][C:22]3[NH:23][CH:24]=[CH:25][N:26]=3)=[CH:15][CH:14]=2)=[CH:7][CH:6]=1)CC.[CH3:31][C:32]1[N:33]=[CH:34][C:35]([CH:38]=O)=[N:36][CH:37]=1.[C:40]([BH3-])#[N:41].[Na+].C(=O)(O)[O-].[Na+]. (4) Given the product [O:27]=[C:26]1[NH:25][C:23](=[O:24])/[C:22](=[CH:1]/[C:3]2[O:11][C:10]3[C:9]([N:12]4[CH2:13][CH2:14][N:15]([S:18]([NH2:21])(=[O:20])=[O:19])[CH2:16][CH2:17]4)=[CH:8][N:7]=[CH:6][C:5]=3[CH:4]=2)/[S:28]1, predict the reactants needed to synthesize it. The reactants are: [CH:1]([C:3]1[O:11][C:10]2[C:9]([N:12]3[CH2:17][CH2:16][N:15]([S:18]([NH2:21])(=[O:20])=[O:19])[CH2:14][CH2:13]3)=[CH:8][N:7]=[CH:6][C:5]=2[CH:4]=1)=O.[CH2:22]1[S:28][C:26](=[O:27])[NH:25][C:23]1=[O:24].NCCC(O)=O. (5) Given the product [CH2:9]([O:8][C:6]([C:5]1[CH:11]=[C:12]([CH3:13])[NH:3][N:2]=1)=[O:7])[CH3:10], predict the reactants needed to synthesize it. The reactants are: O.[NH2:2][NH2:3].O=[C:5]([CH2:11][C:12](=O)[CH3:13])[C:6]([O:8][CH2:9][CH3:10])=[O:7]. (6) Given the product [CH2:11]([C:10]1[CH:9]=[CH:8][C:4]([C:5]([NH2:7])=[O:6])=[CH:3][C:2]=1[N:1]=[C:15]=[S:16])[CH:12]([CH3:14])[CH3:13], predict the reactants needed to synthesize it. The reactants are: [NH2:1][C:2]1[CH:3]=[C:4]([CH:8]=[CH:9][C:10]=1[CH2:11][CH:12]([CH3:14])[CH3:13])[C:5]([NH2:7])=[O:6].[C:15](Cl)(Cl)=[S:16].